This data is from Full USPTO retrosynthesis dataset with 1.9M reactions from patents (1976-2016). The task is: Predict the reactants needed to synthesize the given product. (1) Given the product [F:11][C:12]1[CH:19]=[C:18]([N:3]2[CH2:4][CH2:5][C@@:6]([OH:7])([CH2:8][CH2:9][CH3:10])[C@@H:2]2[CH3:1])[CH:17]=[C:16]([F:21])[C:13]=1[C:14]#[N:15], predict the reactants needed to synthesize it. The reactants are: [CH3:1][C@H:2]1[C@@:6]([CH2:8][CH2:9][CH3:10])([OH:7])[CH2:5][CH2:4][NH:3]1.[F:11][C:12]1[CH:19]=[C:18](F)[CH:17]=[C:16]([F:21])[C:13]=1[C:14]#[N:15].C(=O)([O-])[O-].[Li+].[Li+]. (2) Given the product [Cl:11][CH2:12][C:13]1[N:10]=[C:8]([C:5]2[CH:6]=[CH:7][C:2]([Cl:1])=[CH:3][CH:4]=2)[O:9][CH:15]=1, predict the reactants needed to synthesize it. The reactants are: [Cl:1][C:2]1[CH:7]=[CH:6][C:5]([C:8]([NH2:10])=[O:9])=[CH:4][CH:3]=1.[Cl:11][CH2:12][C:13]([CH2:15]Cl)=O.